From a dataset of Full USPTO retrosynthesis dataset with 1.9M reactions from patents (1976-2016). Predict the reactants needed to synthesize the given product. (1) Given the product [CH3:5][C:6]1[N:7]([CH2:14][C:15]([OH:1])=[O:16])[C:8]([N+:11]([O-:13])=[O:12])=[CH:9][N:10]=1, predict the reactants needed to synthesize it. The reactants are: [O-:1]Cl=O.[Na+].[CH3:5][C:6]1[N:7]([CH2:14][CH:15]=[O:16])[C:8]([N+:11]([O-:13])=[O:12])=[CH:9][N:10]=1.CC(=CC)C.Cl. (2) Given the product [Cl:1][C:2]1[C:7]([C:8]2[CH:9]=[CH:10][CH:11]=[CH:12][CH:13]=2)=[N:6][N:5]=[C:4]2[N:14]([CH2:26][CH2:25][C:24]([F:29])([F:28])[F:23])[N:15]=[C:16]([C:17]3[CH:18]=[CH:19][CH:20]=[CH:21][CH:22]=3)[C:3]=12, predict the reactants needed to synthesize it. The reactants are: [Cl:1][C:2]1[C:7]([C:8]2[CH:13]=[CH:12][CH:11]=[CH:10][CH:9]=2)=[N:6][N:5]=[C:4]2[NH:14][N:15]=[C:16]([C:17]3[CH:22]=[CH:21][CH:20]=[CH:19][CH:18]=3)[C:3]=12.[F:23][C:24]([F:29])([F:28])[CH2:25][CH2:26]O. (3) Given the product [CH2:1]([C:3]1[CH:10]=[CH:9][C:6]([CH:7]2[N:11]([C:12]3[S:13][C:14]([S:17]([C:20]4[CH:21]=[CH:22][C:23]([N+:26]([O-:28])=[O:27])=[CH:24][CH:25]=4)(=[O:18])=[O:19])=[CH:15][N:16]=3)[C:31](=[O:30])[C:32]([OH:41])=[C:33]2[C:34]([C:36]2[O:37][CH:38]=[CH:39][CH:40]=2)=[O:35])=[CH:5][CH:4]=1)[CH3:2], predict the reactants needed to synthesize it. The reactants are: [CH2:1]([C:3]1[CH:10]=[CH:9][C:6]([CH:7]=O)=[CH:5][CH:4]=1)[CH3:2].[NH2:11][C:12]1[S:13][C:14]([S:17]([C:20]2[CH:25]=[CH:24][C:23]([N+:26]([O-:28])=[O:27])=[CH:22][CH:21]=2)(=[O:19])=[O:18])=[CH:15][N:16]=1.C[O:30][C:31](=O)[C:32](=[O:41])[CH2:33][C:34]([C:36]1[O:37][CH:38]=[CH:39][CH:40]=1)=[O:35]. (4) Given the product [N+:11]([C:14]1[C:15]([Cl:22])=[C:16]([CH:19]=[CH:20][CH:21]=1)[CH:17]=[O:18])([O-:13])=[O:12], predict the reactants needed to synthesize it. The reactants are: C(Cl)(=O)C(Cl)=O.CS(C)=O.[N+:11]([C:14]1[C:15]([Cl:22])=[C:16]([CH:19]=[CH:20][CH:21]=1)[CH2:17][OH:18])([O-:13])=[O:12].C(N(CC)CC)C.